From a dataset of Full USPTO retrosynthesis dataset with 1.9M reactions from patents (1976-2016). Predict the reactants needed to synthesize the given product. Given the product [CH3:1][S:2]([C:5]1[CH:6]=[CH:7][C:8]([CH2:9][O:10][C:11]2[CH:12]=[CH:13][C:14]([CH2:17][OH:18])=[N:15][CH:16]=2)=[CH:22][CH:23]=1)(=[O:4])=[O:3], predict the reactants needed to synthesize it. The reactants are: [CH3:1][S:2]([C:5]1[CH:23]=[CH:22][C:8]([CH2:9][O:10][C:11]2[CH:12]=[CH:13][C:14]([CH2:17][O:18]C(=O)C)=[N:15][CH:16]=2)=[CH:7][CH:6]=1)(=[O:4])=[O:3].O.[OH-].[Na+].